This data is from Peptide-MHC class I binding affinity with 185,985 pairs from IEDB/IMGT. The task is: Regression. Given a peptide amino acid sequence and an MHC pseudo amino acid sequence, predict their binding affinity value. This is MHC class I binding data. (1) The peptide sequence is YMRERFEPM. The MHC is HLA-C14:02 with pseudo-sequence HLA-C14:02. The binding affinity (normalized) is 1.00. (2) The peptide sequence is LFDVIPVSY. The binding affinity (normalized) is 0.151. The MHC is HLA-A32:01 with pseudo-sequence HLA-A32:01. (3) The peptide sequence is QEILDLWVY. The MHC is Mamu-A11 with pseudo-sequence Mamu-A11. The binding affinity (normalized) is 0. (4) The peptide sequence is TPGRYRTAV. The MHC is HLA-B51:01 with pseudo-sequence HLA-B51:01. The binding affinity (normalized) is 0.0847. (5) The peptide sequence is PTFQLLNMIK. The MHC is HLA-A33:01 with pseudo-sequence HLA-A33:01. The binding affinity (normalized) is 0. (6) The MHC is HLA-A31:01 with pseudo-sequence HLA-A31:01. The peptide sequence is LSSIGIPAY. The binding affinity (normalized) is 0.0847.